This data is from Full USPTO retrosynthesis dataset with 1.9M reactions from patents (1976-2016). The task is: Predict the reactants needed to synthesize the given product. Given the product [F:1][C:2]1[CH:3]=[C:4]([CH2:20][C:21]([CH3:28])([CH3:29])[CH2:22][C:23]([O:25][CH2:26][CH3:27])=[O:24])[CH:5]=[CH:6][C:7]=1[O:8][CH2:9][CH2:10][CH2:11][NH:12][C:13]1[CH:18]=[CH:17][CH:16]=[CH:15][N:14]=1, predict the reactants needed to synthesize it. The reactants are: [F:1][C:2]1[CH:3]=[C:4]([CH2:20][C:21]([CH3:29])([CH3:28])[CH2:22][C:23]([O:25][CH2:26][CH3:27])=[O:24])[CH:5]=[CH:6][C:7]=1[O:8][CH2:9][CH2:10][CH2:11][NH:12][C:13]1[CH:18]=[CH:17][CH:16]=[CH:15][N+:14]=1[O-].C1CCCCC=1.